From a dataset of Forward reaction prediction with 1.9M reactions from USPTO patents (1976-2016). Predict the product of the given reaction. (1) Given the reactants [C:1]([N:3]=[C:4](SC)SC)#[N:2].[NH2:9][CH2:10][C:11]1[N:19]=[C:18]2[C:14]([N:15]=[CH:16][N:17]2[C@@H:20]2[O:24][C@H:23]([C:25]([NH:27][CH2:28][CH3:29])=[O:26])[C@@H:22]([OH:30])[C@H:21]2[OH:31])=[C:13]([NH:32][CH2:33][CH:34]([C:41]2[CH:46]=[CH:45][CH:44]=[CH:43][CH:42]=2)[C:35]2[CH:40]=[CH:39][CH:38]=[CH:37][CH:36]=2)[N:12]=1.[NH2:47][CH2:48][CH2:49][N:50]1[CH2:55][CH2:54][CH2:53][CH2:52][CH2:51]1, predict the reaction product. The product is: [NH3:2].[C:1](/[N:3]=[C:4](/[NH:9][CH2:10][C:11]1[N:19]=[C:18]2[C:14]([N:15]=[CH:16][N:17]2[C@@H:20]2[O:24][C@H:23]([C:25]([NH:27][CH2:28][CH3:29])=[O:26])[C@@H:22]([OH:30])[C@H:21]2[OH:31])=[C:13]([NH:32][CH2:33][CH:34]([C:35]2[CH:36]=[CH:37][CH:38]=[CH:39][CH:40]=2)[C:41]2[CH:46]=[CH:45][CH:44]=[CH:43][CH:42]=2)[N:12]=1)\[NH:47][CH2:48][CH2:49][N:50]1[CH2:55][CH2:54][CH2:53][CH2:52][CH2:51]1)#[N:2]. (2) Given the reactants [F:1][C:2]([F:20])([F:19])[C:3]([NH:5][C:6]1[CH:18]=[CH:17][C:9]2[S:10][C:11]([C:13]([O:15]C)=[O:14])=[CH:12][C:8]=2[CH:7]=1)=[O:4].O.[OH-].[Li+].O, predict the reaction product. The product is: [F:20][C:2]([F:1])([F:19])[C:3]([NH:5][C:6]1[CH:18]=[CH:17][C:9]2[S:10][C:11]([C:13]([OH:15])=[O:14])=[CH:12][C:8]=2[CH:7]=1)=[O:4]. (3) Given the reactants [Cl-].[NH2:2][C:3]1[CH:8]=[CH:7][CH:6]=[CH:5][CH:4]=1.[C:9]1([S:15]/[CH:16]=[C:17]2/[C:18](=[O:23])[O:19][CH2:20][CH2:21][CH2:22]/2)[CH:14]=[CH:13][CH:12]=[CH:11][CH:10]=1.Cl, predict the reaction product. The product is: [OH:19][CH2:20][CH2:21][CH2:22]/[C:17](=[CH:16]\[S:15][C:9]1[CH:14]=[CH:13][CH:12]=[CH:11][CH:10]=1)/[C:18]([NH:2][C:3]1[CH:8]=[CH:7][CH:6]=[CH:5][CH:4]=1)=[O:23]. (4) Given the reactants [N+:1]([C:4]1[CH:5]=[C:6]([S:10](Cl)(=[O:12])=[O:11])[CH:7]=[CH:8][CH:9]=1)([O-])=O.[NH2:14][CH2:15][CH2:16][OH:17], predict the reaction product. The product is: [NH2:1][C:4]1[CH:5]=[C:6]([S:10]([NH:14][CH2:15][CH2:16][OH:17])(=[O:12])=[O:11])[CH:7]=[CH:8][CH:9]=1. (5) The product is: [CH3:16][O:15][C:7]1[CH:8]=[CH:9][C:10]([N+:12]([O-:14])=[O:13])=[CH:11][C:6]=1[CH2:5][NH:4][C:1](=[O:3])[CH3:2]. Given the reactants [C:1]([NH:4][CH2:5][C:6]1[CH:11]=[C:10]([N+:12]([O-:14])=[O:13])[CH:9]=[CH:8][C:7]=1[OH:15])(=[O:3])[CH3:2].[C:16](=O)([O-])[O-].[Na+].[Na+].IC, predict the reaction product. (6) Given the reactants Cl.[NH2:2][C:3]([NH2:5])=[NH:4].[F:6][C:7]1[CH:14]=[CH:13][C:10]([CH:11]=O)=[CH:9][CH:8]=1.[CH3:15][CH:16]([CH3:26])[C:17](=O)[CH2:18][C:19]([O:21][CH:22]([CH3:24])[CH3:23])=[O:20].C(=O)([O-])[O-].[K+].[K+], predict the reaction product. The product is: [NH2:4][C:3]1[NH:5][CH:17]([CH:16]([CH3:26])[CH3:15])[C:18]([C:19]([O:21][CH:22]([CH3:23])[CH3:24])=[O:20])=[C:11]([C:10]2[CH:13]=[CH:14][C:7]([F:6])=[CH:8][CH:9]=2)[N:2]=1. (7) Given the reactants [CH:1]([C:3]1[C:12](=[O:13])[C:11]2[C:6](=[CH:7][CH:8]=[C:9]([CH3:14])[CH:10]=2)[O:5][CH:4]=1)=O.[CH2:15]([O:17][C:18]([C:20]#[C:21][C:22]([O:24][CH2:25][CH3:26])=[O:23])=[O:19])[CH3:16].C1(P(C2C=CC=CC=2)C2C=CC=CC=2)C=CC=CC=1.[NH2:46][CH2:47][CH2:48][C:49]1[C:57]2[C:52](=[CH:53][CH:54]=[CH:55][CH:56]=2)[NH:51][CH:50]=1, predict the reaction product. The product is: [CH2:25]([O:24][C:22]([C:21]1[C:20]2([C:18]([O:17][CH2:15][CH3:16])=[O:19])[N:46]([CH2:47][CH2:48][C:49]3[C:57]4[C:52](=[CH:53][CH:54]=[CH:55][CH:56]=4)[NH:51][C:50]=32)[CH:4]=[C:3]([C:12](=[O:13])[C:11]2[CH:10]=[C:9]([CH3:14])[CH:8]=[CH:7][C:6]=2[OH:5])[CH:1]=1)=[O:23])[CH3:26].